From a dataset of Forward reaction prediction with 1.9M reactions from USPTO patents (1976-2016). Predict the product of the given reaction. (1) The product is: [I:1][C:2]1[C:10]2[C:5](=[CH:6][CH:7]=[C:8]([C:11]3[S:12][C:13]([NH:36][CH2:35][C:34]4[CH:37]=[CH:38][C:31]([O:30][CH3:29])=[CH:32][CH:33]=4)=[N:14][N:15]=3)[CH:9]=2)[N:4]([S:19]([C:22]2[CH:23]=[CH:24][C:25]([CH3:26])=[CH:27][CH:28]=2)(=[O:21])=[O:20])[CH:3]=1. Given the reactants [I:1][C:2]1[C:10]2[C:5](=[CH:6][CH:7]=[C:8]([C:11]3[S:12][C:13](S(C)=O)=[N:14][N:15]=3)[CH:9]=2)[N:4]([S:19]([C:22]2[CH:28]=[CH:27][C:25]([CH3:26])=[CH:24][CH:23]=2)(=[O:21])=[O:20])[CH:3]=1.[CH3:29][O:30][C:31]1[CH:38]=[CH:37][C:34]([CH2:35][NH2:36])=[CH:33][CH:32]=1, predict the reaction product. (2) Given the reactants CC(C[AlH]CC(C)C)C.C(C[CH2:14][CH:15]1[CH:20]([C:21]2[CH:26]=[CH:25][C:24]([F:27])=[CH:23][CH:22]=2)[CH2:19][C:18](=[O:28])[NH:17][CH2:16]1)(O)=O.C[OH:30], predict the reaction product. The product is: [F:27][C:24]1[CH:25]=[CH:26][C:21]([CH:20]2[CH2:19][C:18](=[O:28])[NH:17][CH2:16][CH:15]2[CH2:14][OH:30])=[CH:22][CH:23]=1. (3) Given the reactants C([O:3][C:4]([C:6]1[CH:7]=[CH:8][C:9]2[N:10]([C:12]([CH2:15][C:16]3[CH:17]=[C:18]4[C:23](=[CH:24][CH:25]=3)[N:22]=[CH:21][CH:20]=[CH:19]4)=[N:13][N:14]=2)[N:11]=1)=[CH2:5])C.Cl.C([O-])(O)=O.[Na+], predict the reaction product. The product is: [N:22]1[C:23]2[C:18](=[CH:17][C:16]([CH2:15][C:12]3[N:10]4[N:11]=[C:6]([C:4](=[O:3])[CH3:5])[CH:7]=[CH:8][C:9]4=[N:14][N:13]=3)=[CH:25][CH:24]=2)[CH:19]=[CH:20][CH:21]=1. (4) Given the reactants [Br:1][C:2]1[N:10]([CH2:11][O:12][CH2:13][CH3:14])[C:9]2[C:8](=[O:15])[NH:7][C:6](=[O:16])[N:5]([CH3:17])[C:4]=2[N:3]=1.[H-].[Na+].[C:20]([O:23][C@H:24]([CH3:30])[CH2:25][CH2:26][CH2:27][CH2:28]Cl)(=[O:22])[CH3:21], predict the reaction product. The product is: [C:20]([O:23][C@H:24]([CH3:30])[CH2:25][CH2:26][CH2:27][CH2:28][N:7]1[C:8](=[O:15])[C:9]2[N:10]([CH2:11][O:12][CH2:13][CH3:14])[C:2]([Br:1])=[N:3][C:4]=2[N:5]([CH3:17])[C:6]1=[O:16])(=[O:22])[CH3:21]. (5) The product is: [CH2:1]([N:5]1[C:9]([C:10]([O:12][CH2:13][CH3:14])=[O:11])=[C:8]([CH:15]=[O:16])[N:7]=[C:6]1[N:17]1[CH2:22][CH2:21][N:20]([C:23]([O:25][C:26]([CH3:27])([CH3:29])[CH3:28])=[O:24])[CH2:19][CH2:18]1)[C:2]#[C:3][CH3:4]. Given the reactants [CH2:1]([N:5]1[C:9]([C:10]([O:12][CH2:13][CH3:14])=[O:11])=[C:8]([CH2:15][OH:16])[N:7]=[C:6]1[N:17]1[CH2:22][CH2:21][N:20]([C:23]([O:25][C:26]([CH3:29])([CH3:28])[CH3:27])=[O:24])[CH2:19][CH2:18]1)[C:2]#[C:3][CH3:4], predict the reaction product. (6) Given the reactants [NH2:1][C:2]1[C:3]([NH:38][CH3:39])=[CH:4][C:5](OC2C=CC(F)=CC=2F)=[C:6](C2C3C=CN(S(C4C=CC(C)=CC=4)(=O)=O)C=3C(=O)N(C)C=2)[CH:7]=1.C([O-])([O-])OCC.O.C1(C)C=CC(S(O)(=O)=O)=CC=1, predict the reaction product. The product is: [N:1]1[C:2]2[CH:7]=[CH:6][CH:5]=[CH:4][C:3]=2[NH:38][CH:39]=1.